This data is from Experimentally validated miRNA-target interactions with 360,000+ pairs, plus equal number of negative samples. The task is: Binary Classification. Given a miRNA mature sequence and a target amino acid sequence, predict their likelihood of interaction. (1) The miRNA is hsa-miR-433-3p with sequence AUCAUGAUGGGCUCCUCGGUGU. The protein sequence of the target gene is MKNPEEAADGKQRIHLRPGSLRGAAPAKLHLLPCDVLVSRPAPVDRFFTPAVRHDADGLQASFRGRGLRGEEVAVPPGFAGFVMVTEEKGEGLIGKLNFSGDAEDKADEAQEPLERDFDRLIGATGSFSHFTLWGLETVPGPDAKVHRALGWPSLAAAIHAQVPED. Result: 0 (no interaction). (2) The miRNA is hsa-miR-7848-3p with sequence CUACCCUCGGUCUGCUUACCACA. The protein sequence of the target gene is MDPLTKGSCGSQLAQTLLWKAKSSLSFGIQPLQTWPTKDPELESQVNLSVSEDLGCRRGDFSRKHYGSVELLISSDADGAIQRAGRFRVENGSTDESAAALPGTWRRTDVHLENPEYHTRWYFKYFLGQVHQNYIGNDAEKSPFFLSVTLSDQNNQRVPQYRAILWRKTGTQKICLPYSPTKTLSVKSILSAMNLDKFEKGPREIFHPEIQKDLLVLEEQEGSVNFKFGVLFAKDGQLTDDEMFSNEIGSEAFQKFLNLLGDTITLKGWTGYRGGLDTKNNTTGINSVYTVYQGHEVMFH.... Result: 0 (no interaction). (3) The miRNA is hsa-miR-499a-5p with sequence UUAAGACUUGCAGUGAUGUUU. The protein sequence of the target gene is MPHEELPSLQRPRYGSIVDDERLSAEEMDERRRQNIAYEYLCHLEEAKRWMEVCLVEELPPTTELEEGLRNGVYLAKLAKFFAPKMVSEKKIYDVEQTRYKKSGLHFRHTDNTVQWLRAMESIGLPKIFYPETTDVYDRKNIPRMIYCIHALSLYLFKLGIAPQIQDLLGKVDFTEEEISNMRKELEKYGIQMPSFSKIGGILANELSVDEAALHAAVIAINEAVEKGIAEQTVVTLRNPNAVLTLVDDNLAPEYQKELWDAKKKKEENARLKNSCISEEERDAYEELLTQAEIQGNINK.... Result: 1 (interaction). (4) The miRNA is hsa-miR-369-5p with sequence AGAUCGACCGUGUUAUAUUCGC. The protein sequence of the target gene is MADDIDIEAMLEAPYKKDENKLSSANGHEERSKKRKKSKSRSRSHERKRSKSKERKRSRDRERKKSKSRERKRSRSKERRRSRSRSRDRRFRGRYRSPYSGPKFNSAIRGKIGLPHSIKLSRRRSRSKSPFRKDKSPVREPIDNLTPEERDARTVFCMQLAARIRPRDLEEFFSTVGKVRDVRMISDRNSRRSKGIAYVEFVDVSSVPLAIGLTGQRVLGVPIIVQASQAEKNRAAAMANNLQKGSAGPMRLYVGSLHFNITEDMLRGIFEPFGRIESIQLMMDSETGRSKGYGFITFSD.... Result: 1 (interaction).